This data is from Peptide-MHC class I binding affinity with 185,985 pairs from IEDB/IMGT. The task is: Regression. Given a peptide amino acid sequence and an MHC pseudo amino acid sequence, predict their binding affinity value. This is MHC class I binding data. (1) The peptide sequence is MVYKLVLLF. The MHC is HLA-A32:01 with pseudo-sequence HLA-A32:01. The binding affinity (normalized) is 0.464. (2) The peptide sequence is YLPLSVFII. The MHC is Mamu-B17 with pseudo-sequence Mamu-B17. The binding affinity (normalized) is 0. (3) The peptide sequence is MAIHRSLTK. The MHC is HLA-A23:01 with pseudo-sequence HLA-A23:01. The binding affinity (normalized) is 0.213. (4) The peptide sequence is YADILLHSTY. The MHC is Mamu-A02 with pseudo-sequence Mamu-A02. The binding affinity (normalized) is 0.438. (5) The peptide sequence is RVHGATVFK. The MHC is HLA-A26:01 with pseudo-sequence HLA-A26:01. The binding affinity (normalized) is 0.0847. (6) The binding affinity (normalized) is 0.0847. The MHC is HLA-A03:01 with pseudo-sequence HLA-A03:01. The peptide sequence is EVWGMRWPI. (7) The peptide sequence is TLWKAGILYK. The MHC is HLA-A02:03 with pseudo-sequence HLA-A02:03. The binding affinity (normalized) is 0.117. (8) The peptide sequence is PVYRDHSEK. The MHC is HLA-A03:01 with pseudo-sequence HLA-A03:01. The binding affinity (normalized) is 0.174. (9) The binding affinity (normalized) is 0.0847. The peptide sequence is SAEVVTLWY. The MHC is HLA-A02:16 with pseudo-sequence HLA-A02:16.